This data is from Forward reaction prediction with 1.9M reactions from USPTO patents (1976-2016). The task is: Predict the product of the given reaction. (1) The product is: [CH2:17]([O:16][C:14]([C:9]1[N:10]([CH2:20][C:21]([O:23][CH2:24][CH3:25])=[O:22])[C:11]2[C:7]([CH:8]=1)=[CH:6][C:5]([O:4][CH3:3])=[CH:13][CH:12]=2)=[O:15])[CH3:18]. Given the reactants [H-].[Na+].[CH3:3][O:4][C:5]1[CH:6]=[C:7]2[C:11](=[CH:12][CH:13]=1)[NH:10][C:9]([C:14]([O:16][CH2:17][CH3:18])=[O:15])=[CH:8]2.Br[CH2:20][C:21]([O:23][CH2:24][CH3:25])=[O:22], predict the reaction product. (2) Given the reactants [C:1]1([C:7]2[C:11]([C:12]3[CH:17]=[CH:16][CH:15]=[CH:14][CH:13]=3)=[C:10]([C:18]([O:20][CH2:21][CH3:22])=[O:19])[NH:9][N:8]=2)[CH:6]=[CH:5][CH:4]=[CH:3][CH:2]=1.[CH2:23](Br)[C:24]1[CH:29]=[CH:28][CH:27]=[CH:26][CH:25]=1.CC(N(C)C)=O.C(=O)([O-])[O-].[Cs+].[Cs+], predict the reaction product. The product is: [CH2:23]([N:9]1[C:10]([C:18]([O:20][CH2:21][CH3:22])=[O:19])=[C:11]([C:12]2[CH:13]=[CH:14][CH:15]=[CH:16][CH:17]=2)[C:7]([C:1]2[CH:2]=[CH:3][CH:4]=[CH:5][CH:6]=2)=[N:8]1)[C:24]1[CH:29]=[CH:28][CH:27]=[CH:26][CH:25]=1. (3) Given the reactants C1(P(C2C=CC=CC=2)C2C=CC=CC=2)C=CC=CC=1.BrN1C(=O)CCC1=O.[CH:28]1([CH2:33][C@H:34]([C:38]2[CH:43]=[CH:42][C:41]([Cl:44])=[C:40]([Cl:45])[CH:39]=2)[C:35]([OH:37])=O)[CH2:32][CH2:31][CH2:30][CH2:29]1.[Cl:46][C:47]1[CH:48]=[CH:49][C:50]([NH2:53])=[N:51][CH:52]=1.N1C=CC=CC=1, predict the reaction product. The product is: [Cl:46][C:47]1[CH:48]=[CH:49][C:50]([NH:53][C:35](=[O:37])[C@@H:34]([C:38]2[CH:43]=[CH:42][C:41]([Cl:44])=[C:40]([Cl:45])[CH:39]=2)[CH2:33][CH:28]2[CH2:29][CH2:30][CH2:31][CH2:32]2)=[N:51][CH:52]=1. (4) Given the reactants [F:1][C:2]1[CH:7]=[CH:6][C:5]([C:8]2[C:16]([C:17]3[CH:22]=[CH:21][N:20]=[CH:19][CH:18]=3)=[C:11]3[CH:12]=[CH:13][CH:14]=[CH:15][N:10]3[N:9]=2)=[CH:4][CH:3]=1.C([Li])CCC.[I:28]N1C(=O)CCC1=O, predict the reaction product. The product is: [F:1][C:2]1[CH:7]=[CH:6][C:5]([C:8]2[C:16]([C:17]3[CH:18]=[CH:19][N:20]=[CH:21][CH:22]=3)=[C:11]3[CH:12]=[CH:13][CH:14]=[C:15]([I:28])[N:10]3[N:9]=2)=[CH:4][CH:3]=1.